Binary Classification. Given a T-cell receptor sequence (or CDR3 region) and an epitope sequence, predict whether binding occurs between them. From a dataset of TCR-epitope binding with 47,182 pairs between 192 epitopes and 23,139 TCRs. The epitope is IVTDFSVIK. The TCR CDR3 sequence is CATSDFRDSSNEQFF. Result: 1 (the TCR binds to the epitope).